Dataset: Forward reaction prediction with 1.9M reactions from USPTO patents (1976-2016). Task: Predict the product of the given reaction. (1) Given the reactants Br[C:2]1[N:3]=[C:4]([CH3:24])[N:5]2[C:10]3[CH:11]=[CH:12][N:13](S(C4C=CC(C)=CC=4)(=O)=O)[C:9]=3[N:8]=[CH:7][C:6]=12.[CH:25]([C:27]1[CH:32]=[CH:31][C:30](B(O)O)=[CH:29][CH:28]=1)=[O:26].CCO.C([O-])([O-])=O.[Cs+].[Cs+], predict the reaction product. The product is: [CH3:24][C:4]1[N:5]2[C:10]3[CH:11]=[CH:12][NH:13][C:9]=3[N:8]=[CH:7][C:6]2=[C:2]([C:30]2[CH:31]=[CH:32][C:27]([CH:25]=[O:26])=[CH:28][CH:29]=2)[N:3]=1. (2) Given the reactants [NH2:1][C:2]1[N:7]=[CH:6][N:5]=[C:4]2[N:8]([CH:12]([C:14]3[O:15][C:16](=[O:37])[C:17]4[C:22]([C:23]=3[C:24]3[CH2:29][CH2:28][N:27](C(OC(C)(C)C)=O)[CH2:26][CH:25]=3)=[CH:21][CH:20]=[CH:19][CH:18]=4)[CH3:13])[N:9]=[C:10]([I:11])[C:3]=12.[ClH:38], predict the reaction product. The product is: [ClH:38].[NH2:1][C:2]1[N:7]=[CH:6][N:5]=[C:4]2[N:8]([CH:12]([C:14]3[O:15][C:16](=[O:37])[C:17]4[C:22]([C:23]=3[C:24]3[CH2:29][CH2:28][NH:27][CH2:26][CH:25]=3)=[CH:21][CH:20]=[CH:19][CH:18]=4)[CH3:13])[N:9]=[C:10]([I:11])[C:3]=12. (3) Given the reactants [Cl:1][C:2]1[CH:7]=[CH:6][C:5]([OH:8])=[CH:4][CH:3]=1.Br[C:10]1[CH:15]=[CH:14][C:13]([CH3:16])=[CH:12][N:11]=1.C([O-])([O-])=O.[K+].[K+], predict the reaction product. The product is: [Cl:1][C:2]1[CH:7]=[CH:6][C:5]([O:8][C:10]2[CH:15]=[CH:14][C:13]([CH3:16])=[CH:12][N:11]=2)=[CH:4][CH:3]=1. (4) The product is: [CH3:1][O:2][C:3](=[O:10])[CH2:4][C@H:5]([C:6]1[O:7][N:32]=[C:30]([C:29]2[CH:34]=[CH:35][CH:36]=[C:27]([Cl:26])[CH:28]=2)[N:31]=1)[CH3:9]. Given the reactants [CH3:1][O:2][C:3](=[O:10])[CH2:4][C@@H:5]([CH3:9])[C:6](O)=[O:7].C(N(CC)CC)C.C(OC(Cl)=O)C(C)C.[Cl:26][C:27]1[CH:28]=[C:29]([CH:34]=[CH:35][CH:36]=1)[C:30]([NH:32]O)=[NH:31], predict the reaction product. (5) Given the reactants OS(O)(=O)=O.[NH:6]1[CH2:11][CH2:10][CH2:9][CH2:8][C@@H:7]1[C:12]([OH:14])=[O:13].[CH3:15][C:16](=[CH2:18])[CH3:17].[OH-].[Na+], predict the reaction product. The product is: [NH:6]1[CH2:11][CH2:10][CH2:9][CH2:8][C@@H:7]1[C:12]([O:14][C:16]([CH3:18])([CH3:17])[CH3:15])=[O:13]. (6) Given the reactants [OH:1][C@H:2]([C@H:5]([OH:10])[C@H:6]([OH:9])[CH2:7][OH:8])[CH:3]=[O:4].OS(O)(=O)=O.C([O-])(O)=O.[Na+].[CH3:21][C:22]([CH3:24])=O, predict the reaction product. The product is: [OH:4][CH2:3][C@@H:2]1[C@H:5]2[O:10][C:22]([CH3:24])([CH3:21])[O:9][C@H:6]2[CH:7]([OH:8])[O:1]1. (7) Given the reactants [NH:1]1[CH2:6][CH2:5][CH:4]([NH:7][C:8]([C:10]2[N:11]([CH2:19][C:20]3[CH:24]=[C:23]([C:25]4[S:26][C:27]([Cl:30])=[CH:28][CH:29]=4)[O:22][N:21]=3)[C:12]3[C:17]([CH:18]=2)=[CH:16][CH:15]=[CH:14][CH:13]=3)=[O:9])[CH2:3][CH2:2]1.[O:31]([C:33]#[N:34])[K], predict the reaction product. The product is: [C:33]([N:1]1[CH2:6][CH2:5][CH:4]([NH:7][C:8]([C:10]2[N:11]([CH2:19][C:20]3[CH:24]=[C:23]([C:25]4[S:26][C:27]([Cl:30])=[CH:28][CH:29]=4)[O:22][N:21]=3)[C:12]3[C:17]([CH:18]=2)=[CH:16][CH:15]=[CH:14][CH:13]=3)=[O:9])[CH2:3][CH2:2]1)(=[O:31])[NH2:34]. (8) The product is: [F:2][C:3]1[CH:12]=[CH:11][C:6]([C:7]2[N:10]=[C:16]([CH2:15][C:13]#[N:14])[NH:18][N:19]=2)=[CH:5][CH:4]=1. Given the reactants Cl.[F:2][C:3]1[CH:12]=[CH:11][C:6]([C:7](=[NH:10])OC)=[CH:5][CH:4]=1.[C:13]([CH2:15][C:16]([NH:18][NH2:19])=O)#[N:14], predict the reaction product.